Dataset: Catalyst prediction with 721,799 reactions and 888 catalyst types from USPTO. Task: Predict which catalyst facilitates the given reaction. (1) Product: [CH3:20][O:21][C:22](=[O:33])[CH2:23][CH2:24][C:25]1[CH:30]=[CH:29][C:28]([O:18][CH2:17][CH:16]([C:10]2[O:9][C:8]([C:5]3[CH:4]=[CH:3][C:2]([Br:1])=[CH:7][CH:6]=3)=[N:12][C:11]=2[CH:13]([CH3:15])[CH3:14])[CH3:19])=[CH:27][C:26]=1[CH3:32]. The catalyst class is: 11. Reactant: [Br:1][C:2]1[CH:7]=[CH:6][C:5]([C:8]2[O:9][C:10]([CH:16]([CH3:19])[CH2:17][OH:18])=[C:11]([CH:13]([CH3:15])[CH3:14])[N:12]=2)=[CH:4][CH:3]=1.[CH3:20][O:21][C:22](=[O:33])[CH2:23][CH2:24][C:25]1[CH:30]=[CH:29][C:28](O)=[CH:27][C:26]=1[CH3:32].C(P(CCCC)CCCC)CCC.N(C(N1CCCCC1)=O)=NC(N1CCCCC1)=O. (2) Reactant: [NH2:1][CH2:2][CH2:3][C:4]1([NH2:13])[C:12]2[C:7](=[CH:8][CH:9]=[CH:10][CH:11]=2)[CH2:6][CH2:5]1.[C:14](=S)=[S:15].N(CCO)(CCO)CCO. Product: [NH:1]1[CH2:2][CH2:3][C:4]2([C:12]3[C:7](=[CH:8][CH:9]=[CH:10][CH:11]=3)[CH2:6][CH2:5]2)[NH:13][C:14]1=[S:15]. The catalyst class is: 6. (3) Product: [F:52][C:49]1[CH:48]=[CH:47][C:46]([C:45]2[C:39]3[O:38][CH:37]([CH2:36][NH2:33])[CH2:41][C:40]=3[CH:42]=[CH:43][CH:44]=2)=[CH:51][CH:50]=1. The catalyst class is: 45. Reactant: CC1C=CC(S(OCC2CC3C=CC=C(C4C=CC(F)=CC=4)C=3O2)(=O)=O)=CC=1.[N-]=[N+]=[N-].[Na+].[N:33]([CH2:36][CH:37]1[CH2:41][C:40]2[CH:42]=[CH:43][CH:44]=[C:45]([C:46]3[CH:51]=[CH:50][C:49]([F:52])=[CH:48][CH:47]=3)[C:39]=2[O:38]1)=[N+]=[N-].[N-]=[N+]=[N-].